Dataset: CYP2D6 inhibition data for predicting drug metabolism from PubChem BioAssay. Task: Regression/Classification. Given a drug SMILES string, predict its absorption, distribution, metabolism, or excretion properties. Task type varies by dataset: regression for continuous measurements (e.g., permeability, clearance, half-life) or binary classification for categorical outcomes (e.g., BBB penetration, CYP inhibition). Dataset: cyp2d6_veith. (1) The drug is COc1ccc(N(Cc2c(C(F)(F)F)nn(C)c2Cl)S(=O)(=O)c2ccc(C)cc2)cc1. The result is 0 (non-inhibitor). (2) The drug is Cc1nc(-n2nnc3cc(C)c(C)cc32)c2c3c(sc2n1)CCCC3. The result is 0 (non-inhibitor). (3) The drug is CCCCCCCC(=O)NNC(=O)CCC(=O)O. The result is 0 (non-inhibitor). (4) The drug is COc1ccc(C)cc1NC(=O)CN1CCN(S(=O)(=O)c2ccc(F)cc2)CC1. The result is 0 (non-inhibitor). (5) The molecule is CN(CCc1ccc(Cl)c(Cl)c1)[C@H]1CCCC[C@H]1N1CCCC1. The result is 1 (inhibitor). (6) The molecule is Cc1cccc(-c2c3c(=O)n(C)c(=O)n(C)c3cn2C2CCCCC2)c1. The result is 0 (non-inhibitor). (7) The molecule is O=C(NCc1ccco1)c1ccccc1NS(=O)(=O)c1ccc(Br)s1. The result is 0 (non-inhibitor). (8) The molecule is COc1ccc([C@@H]2Sc3ccccc3N(CCN(C)C)C(=O)[C@@H]2OC(C)=O)cc1. The result is 0 (non-inhibitor). (9) The compound is c1ccc(-c2nc(CSc3n[nH]c(-c4cccs4)n3)cs2)cc1. The result is 1 (inhibitor).